Dataset: Catalyst prediction with 721,799 reactions and 888 catalyst types from USPTO. Task: Predict which catalyst facilitates the given reaction. (1) Reactant: [F:1][C:2]1[CH:7]=[CH:6][C:5]([F:8])=[CH:4][C:3]=1[S:9]([N:12]([C:16]1[CH:21]=[CH:20][CH:19]=[C:18]([C:22]2[C:26](B3OC(C)(C)C(C)(C)O3)=[CH:25][N:24]([CH:36]3[CH2:41][CH2:40][CH2:39][CH2:38][O:37]3)[N:23]=2)[C:17]=1[F:42])[CH2:13][O:14][CH3:15])(=[O:11])=[O:10].Cl[C:44]1[CH:49]=[CH:48][N:47]=[C:46]([NH2:50])[N:45]=1.C(=O)([O-])[O-].[Cs+].[Cs+].C(Cl)Cl. Product: [NH2:50][C:46]1[N:47]=[C:48]([C:26]2[C:22]([C:18]3[C:17]([F:42])=[C:16]([N:12]([CH2:13][O:14][CH3:15])[S:9]([C:3]4[CH:4]=[C:5]([F:8])[CH:6]=[CH:7][C:2]=4[F:1])(=[O:10])=[O:11])[CH:21]=[CH:20][CH:19]=3)=[N:23][N:24]([CH:36]3[CH2:41][CH2:40][CH2:39][CH2:38][O:37]3)[CH:25]=2)[CH:49]=[CH:44][N:45]=1. The catalyst class is: 622. (2) Reactant: [CH:1]([C:4]1[CH:18]=[C:17]([O:19][CH3:20])[CH:16]=[CH:15][C:5]=1[O:6][C:7]1[C:8]([NH2:14])=[N:9][C:10]([NH2:13])=[N:11][CH:12]=1)([CH3:3])[CH3:2].F[C:22](F)(F)[C:23](O)=[O:24].C(Cl)(=O)C.[Cl-].[Cl-].[Cl-].[Al+3]. Product: [NH2:13][C:10]1[N:9]=[C:8]([NH2:14])[C:7]([O:6][C:5]2[C:4]([CH:1]([CH3:3])[CH3:2])=[CH:18][C:17]([O:19][CH3:20])=[C:16]([C:23](=[O:24])[CH3:22])[CH:15]=2)=[CH:12][N:11]=1. The catalyst class is: 701. (3) Reactant: [C:1]([C:3]1[CH:28]=[CH:27][C:6]([O:7][CH2:8][CH2:9][CH2:10][N:11]2[CH2:18][CH:17]3[O:19][CH:13]([CH2:14][N:15](C(OC(C)(C)C)=O)[CH2:16]3)[CH2:12]2)=[C:5]([F:29])[CH:4]=1)#[N:2].C(OCC)C.[ClH:35]. Product: [ClH:35].[F:29][C:5]1[CH:4]=[C:3]([CH:28]=[CH:27][C:6]=1[O:7][CH2:8][CH2:9][CH2:10][N:11]1[CH2:18][CH:17]2[O:19][CH:13]([CH2:14][NH:15][CH2:16]2)[CH2:12]1)[C:1]#[N:2]. The catalyst class is: 12. (4) Reactant: [CH3:1][N:2]([CH3:33])[C:3](=[O:32])[CH2:4][N:5]1[C:14]2[C:9](=[N:10][CH:11]=[C:12]([CH2:15][C:16]3[CH:21]=[CH:20][C:19]([F:22])=[CH:18][CH:17]=3)[CH:13]=2)[C:8]([OH:23])=[C:7]([C:24]([NH:26][CH2:27][CH2:28][O:29][CH3:30])=[O:25])[C:6]1=[O:31].[OH-].[Na+:35]. Product: [CH3:33][N:2]([CH3:1])[C:3](=[O:32])[CH2:4][N:5]1[C:14]2[C:9](=[N:10][CH:11]=[C:12]([CH2:15][C:16]3[CH:17]=[CH:18][C:19]([F:22])=[CH:20][CH:21]=3)[CH:13]=2)[C:8]([O-:23])=[C:7]([C:24]([NH:26][CH2:27][CH2:28][O:29][CH3:30])=[O:25])[C:6]1=[O:31].[Na+:35]. The catalyst class is: 14. (5) Reactant: [CH:1]1([O:6][C:7]2[CH:8]=[C:9]([C:15]([C:17]3[CH:22]=[CH:21][CH:20]=[CH:19][CH:18]=3)=O)[CH:10]=[CH:11][C:12]=2[O:13][CH3:14])[CH2:5][CH2:4][CH2:3][CH2:2]1.C(OP([CH2:31][C:32]#[N:33])(=O)OCC)C.C[Si]([N-][Si](C)(C)C)(C)C.[Li+].COC1C=C(C(C2C=CC=C(OC)C=2)=CC#N)C=C(OC)C=1. Product: [CH:1]1([O:6][C:7]2[CH:8]=[C:9]([C:15]([C:17]3[CH:22]=[CH:21][CH:20]=[CH:19][CH:18]=3)=[CH:31][C:32]#[N:33])[CH:10]=[CH:11][C:12]=2[O:13][CH3:14])[CH2:5][CH2:4][CH2:3][CH2:2]1. The catalyst class is: 1.